From a dataset of Forward reaction prediction with 1.9M reactions from USPTO patents (1976-2016). Predict the product of the given reaction. (1) The product is: [ClH:1].[Cl:1][C:2]1[CH:3]=[C:4]([C@H:9]2[C@H:14]([N:15]([CH3:30])[C:16](=[O:17])[C:18]3[CH:19]=[CH:20][C:21]([N:24]4[CH2:25][CH2:26][O:27][CH2:28][CH2:29]4)=[CH:22][CH:23]=3)[CH2:13][CH2:12][NH:11][CH2:10]2)[CH:5]=[CH:6][C:7]=1[Cl:8]. Given the reactants [Cl:1][C:2]1[CH:3]=[C:4]([C@H:9]2[C@H:14]([N:15]([CH3:30])[C:16]([C:18]3[CH:23]=[CH:22][C:21]([N:24]4[CH2:29][CH2:28][O:27][CH2:26][CH2:25]4)=[CH:20][CH:19]=3)=[O:17])[CH2:13][CH2:12][N:11](C(OC(C)(C)C)=O)[CH2:10]2)[CH:5]=[CH:6][C:7]=1[Cl:8], predict the reaction product. (2) Given the reactants [NH2:1][CH:2]1[CH2:7][CH2:6][N:5]([C:8]2[C:9]([Cl:31])=[C:10]([NH:16][C:17]3[N:22]=[C:21]([NH:23][CH2:24][CH3:25])[C:20]4=[N:26][CH:27]=[C:28]([C:29]#[N:30])[N:19]4[N:18]=3)[CH:11]=[C:12]([C:14]#[N:15])[CH:13]=2)[CH2:4][CH2:3]1.C(N(CC)C(C)C)(C)C.[C:41](Cl)(=[O:44])[O:42][CH3:43], predict the reaction product. The product is: [Cl:31][C:9]1[C:10]([NH:16][C:17]2[N:22]=[C:21]([NH:23][CH2:24][CH3:25])[C:20]3=[N:26][CH:27]=[C:28]([C:29]#[N:30])[N:19]3[N:18]=2)=[CH:11][C:12]([C:14]#[N:15])=[CH:13][C:8]=1[N:5]1[CH2:6][CH2:7][CH:2]([NH:1][C:41](=[O:44])[O:42][CH3:43])[CH2:3][CH2:4]1. (3) The product is: [Br:5][C:6]1[C:7]([O:16][CH2:14][CH3:15])=[N:8][C:9]([O:1][CH2:2][CH3:3])=[N:10][CH:11]=1. Given the reactants [O-:1][CH2:2][CH3:3].[Na+].[Br:5][C:6]1[C:7](Cl)=[N:8][C:9](Cl)=[N:10][CH:11]=1.[CH2:14]([OH:16])[CH3:15], predict the reaction product. (4) The product is: [CH3:5][C:23]1[C:22]([N+:32]([O-:34])=[O:33])=[CH:21][C:15]([C:16]([O:18][CH2:19][CH3:20])=[O:17])=[CH:14][C:13]=1[O:12][CH3:11]. Given the reactants CB(O)O.[C:5]([O-])([O-])=O.[K+].[K+].[CH3:11][O:12][C:13]1[CH:14]=[C:15]([CH:21]=[C:22]([N+:32]([O-:34])=[O:33])[C:23]=1OS(C(F)(F)F)(=O)=O)[C:16]([O:18][CH2:19][CH3:20])=[O:17], predict the reaction product.